This data is from Reaction yield outcomes from USPTO patents with 853,638 reactions. The task is: Predict the reaction yield, written as a fraction of the theoretical maximum amount of product (1.0 means a 100% yield; for example, 0.34 means a 34% yield). (1) The reactants are [CH3:1][C:2]1([CH3:26])[N:8]([CH2:9][CH2:10][CH2:11][CH2:12][OH:13])[C:6](=[S:7])[N:5]([C:14]2[CH:15]=[CH:16][C:17]([C:24]#[N:25])=[C:18]([C:20]([F:23])([F:22])[F:21])[CH:19]=2)[C:3]1=[O:4].C1C=C[NH+]=CC=1.C1C=C[NH+]=CC=1.[O-:39][Cr](O[Cr]([O-])(=O)=O)(=O)=O. The catalyst is CN(C=O)C. The product is [C:24]([C:17]1[CH:16]=[CH:15][C:14]([N:5]2[C:3](=[O:4])[C:2]([CH3:26])([CH3:1])[N:8]([CH2:9][CH2:10][CH2:11][C:12]([OH:39])=[O:13])[C:6]2=[S:7])=[CH:19][C:18]=1[C:20]([F:23])([F:22])[F:21])#[N:25]. The yield is 0.900. (2) The reactants are [CH3:1][C:2]1[C:7]([O:8][C:9]2[CH:14]=[CH:13][N:12]=[C:11]([C:15]3[CH:16]=[N:17][N:18]([CH3:20])[CH:19]=3)[CH:10]=2)=[CH:6][N:5]=[C:4](N)[CH:3]=1.[I:22]CI.C(ON=O)(C)(C)C. The catalyst is CCOC(C)=O. The product is [I:22][C:4]1[CH:3]=[C:2]([CH3:1])[C:7]([O:8][C:9]2[CH:14]=[CH:13][N:12]=[C:11]([C:15]3[CH:16]=[N:17][N:18]([CH3:20])[CH:19]=3)[CH:10]=2)=[CH:6][N:5]=1. The yield is 0.590. (3) The reactants are [C:9](O[C:9]([O:11][C:12]([CH3:15])([CH3:14])[CH3:13])=[O:10])([O:11][C:12]([CH3:15])([CH3:14])[CH3:13])=[O:10].[F:16][C:17]1[CH:18]=[CH:19][C:20]([O:23][C:24]2[CH:29]=[CH:28][C:27]([NH:30][C:31]3[CH:32]=[N:33][C:34]([S:37][CH3:38])=[N:35][CH:36]=3)=[CH:26][CH:25]=2)=[N:21][CH:22]=1. The catalyst is CN(C)C1C=CN=CC=1.ClCCl. The product is [F:16][C:17]1[CH:18]=[CH:19][C:20]([O:23][C:24]2[CH:25]=[CH:26][C:27]([N:30]([C:9]([O:11][C:12]([CH3:13])([CH3:14])[CH3:15])=[O:10])[C:31]3[CH:36]=[N:35][C:34]([S:37][CH3:38])=[N:33][CH:32]=3)=[CH:28][CH:29]=2)=[N:21][CH:22]=1. The yield is 0.940. (4) The reactants are [C:1]([O:5][C:6]([NH:8][C@H:9]([CH2:13][C:14]1[CH:19]=[CH:18][C:17]([Cl:20])=[CH:16][CH:15]=1)[C:10]([OH:12])=O)=[O:7])([CH3:4])([CH3:3])[CH3:2].[CH2:21](Cl)[CH2:22]Cl.[CH:25]1[CH:26]=[CH:27][C:28]2N(O)N=N[C:29]=2[CH:30]=1.C([N:38]([CH:41]([CH3:43])C)[CH2:39][CH3:40])(C)C.[C:48]([OH:50])(=[O:49])[CH2:46][C:46]([CH2:46][C:48]([OH:50])=[O:49])([C:48]([OH:50])=[O:49])O. The catalyst is CN(C=O)C. The product is [C:1]([O:5][C:6]([NH:8][C@H:9]([CH2:13][C:14]1[CH:19]=[CH:18][C:17]([Cl:20])=[CH:16][CH:15]=1)[C:10]([N:38]1[CH2:39][CH2:40][C:46]([CH:29]2[CH2:28][CH2:27][CH2:26][CH2:25][CH2:30]2)([C:48]([O:50][CH2:21][CH3:22])=[O:49])[CH2:43][CH2:41]1)=[O:12])=[O:7])([CH3:2])([CH3:3])[CH3:4]. The yield is 0.750. (5) The reactants are Br[C:2]1[S:6][C:5]([NH:7][C:8]([C:10]2[CH:15]=[CH:14][CH:13]=[CH:12][C:11]=2[Cl:16])=[O:9])=[N:4][CH:3]=1.[Cl:17][C:18]1[C:19](B2OC(C)(C)C(C)(C)O2)=[CH:20][C:21]2[O:25][C:24]([CH3:26])=[N:23][C:22]=2[CH:27]=1.P([O-])([O-])([O-])=O.[K+].[K+].[K+].CC(=O)OCC.[Cl-].[Na+].O. The catalyst is CN(C=O)C.O. The product is [Cl:17][C:18]1[C:19]([C:2]2[S:6][C:5]([NH:7][C:8]([C:10]3[CH:15]=[CH:14][CH:13]=[CH:12][C:11]=3[Cl:16])=[O:9])=[N:4][CH:3]=2)=[CH:20][C:21]2[O:25][C:24]([CH3:26])=[N:23][C:22]=2[CH:27]=1. The yield is 0.0960. (6) The reactants are [C:1]([O:5][C:6]([NH:8][C@@H:9]([CH2:13][CH2:14][C:15]([O:17][CH3:18])=[O:16])[C:10](O)=[O:11])=[O:7])([CH3:4])([CH3:3])[CH3:2].CN1CCOCC1.ClC(OCC)=O.[BH4-].[Na+].OS([O-])(=O)=O.[K+]. The catalyst is C1COCC1.CO. The product is [C:1]([O:5][C:6]([NH:8][C@H:9]([CH2:10][OH:11])[CH2:13][CH2:14][C:15]([O:17][CH3:18])=[O:16])=[O:7])([CH3:3])([CH3:2])[CH3:4]. The yield is 0.720. (7) The reactants are [N+:1]([C:4]1[CH:12]=[CH:11][C:7]2[S:8][CH:9]=[CH:10][C:6]=2[CH:5]=1)([O-])=O. The catalyst is [Pd].C(O)C. The product is [S:8]1[CH:9]=[CH:10][C:6]2[CH:5]=[C:4]([NH2:1])[CH:12]=[CH:11][C:7]1=2. The yield is 1.00.